From a dataset of Full USPTO retrosynthesis dataset with 1.9M reactions from patents (1976-2016). Predict the reactants needed to synthesize the given product. (1) Given the product [O:23]1[C@@H:3]2[C@@:4]34[CH2:20][CH2:19][N:18]([CH3:21])[C@@H:12]([C@:13]3([O:16][CH3:17])[CH2:14][CH2:15][C@H:2]2[N:35]([C:36]([O:38][C:39]([CH3:42])([CH3:41])[CH3:40])=[O:37])[C:32]([NH:31][C:29]([O:28][C:24]([CH3:27])([CH3:26])[CH3:25])=[O:30])=[NH:45])[CH2:11][C:10]2=[C:5]4[C:6]1=[C:7]([OH:22])[CH:8]=[CH:9]2, predict the reactants needed to synthesize it. The reactants are: N[C@@H:2]1[CH2:15][CH2:14][C@:13]2([O:16][CH3:17])[C@:4]34[CH2:20][CH2:19][N:18]([CH3:21])[C@@H:12]2[CH2:11][C:10]2[CH:9]=[CH:8][C:7]([OH:22])=[C:6]([O:23][C@@H:3]13)[C:5]4=2.[C:24]([O:28][C:29]([NH:31][C:32](=[N:35][C:36]([O:38][C:39]([CH3:42])([CH3:41])[CH3:40])=[O:37])SC)=[O:30])([CH3:27])([CH3:26])[CH3:25].C([N:45](C(C)C)C(C)C)C. (2) Given the product [I:24][C:11]1[C:7]([C:2]2[CH:3]=[CH:4][CH:5]=[CH:6][N:1]=2)=[N:8][O:9][C:10]=1[C:12]1[O:16][N:15]=[C:14]([C:17]2[CH:22]=[CH:21][C:20]([CH3:23])=[CH:19][CH:18]=2)[N:13]=1, predict the reactants needed to synthesize it. The reactants are: [N:1]1[CH:6]=[CH:5][CH:4]=[CH:3][C:2]=1[C:7]1[CH:11]=[C:10]([C:12]2[O:16][N:15]=[C:14]([C:17]3[CH:22]=[CH:21][C:20]([CH3:23])=[CH:19][CH:18]=3)[N:13]=2)[O:9][N:8]=1.[I:24]N1C(=O)CCC1=O. (3) Given the product [ClH:1].[NH2:18][C:15]([C:12]1[CH:11]=[CH:10][C:9]([NH:8][C:6]2[C:5]([N+:25]([O-:27])=[O:26])=[CH:4][CH:3]=[C:2]([Cl:1])[N:7]=2)=[CH:14][CH:13]=1)([CH3:17])[CH3:16], predict the reactants needed to synthesize it. The reactants are: [Cl:1][C:2]1[N:7]=[C:6]([NH:8][C:9]2[CH:14]=[CH:13][C:12]([C:15]([NH:18]S(C(C)(C)C)=O)([CH3:17])[CH3:16])=[CH:11][CH:10]=2)[C:5]([N+:25]([O-:27])=[O:26])=[CH:4][CH:3]=1.Cl.CCCCCC. (4) The reactants are: [CH:1](=O)[C:2]1[CH:7]=[CH:6][CH:5]=[CH:4][CH:3]=1.S([O-])(O)(=O)=O.[Na+].[NH:15]1[CH2:19][CH2:18][CH2:17][CH2:16]1.[C-:20]#[N:21].[Na+]. Given the product [C:2]1([CH:1]([N:15]2[CH2:19][CH2:18][CH2:17][CH2:16]2)[C:20]#[N:21])[CH:7]=[CH:6][CH:5]=[CH:4][CH:3]=1, predict the reactants needed to synthesize it. (5) Given the product [C:25]([OH:28])(=[O:27])[CH3:26].[F:1][C:2]1[CH:3]=[C:4]2[C:23](=[O:24])[NH:22][CH2:21][CH2:20][C:6]3=[C:7]([C:11]4[CH:12]=[CH:13][C:14]([CH2:17][NH:18][CH3:19])=[CH:15][CH:16]=4)[NH:8][C:9]([CH:10]=1)=[C:5]23, predict the reactants needed to synthesize it. The reactants are: [F:1][C:2]1[CH:3]=[C:4]2[C:23](=[O:24])[NH:22][CH2:21][CH2:20][C:6]3=[C:7]([C:11]4[CH:16]=[CH:15][C:14]([CH2:17][NH:18][CH3:19])=[CH:13][CH:12]=4)[NH:8][C:9]([CH:10]=1)=[C:5]23.[C:25]([OH:28])(=[O:27])[CH3:26]. (6) The reactants are: [C:1]12([NH:11][CH2:12][C:13]3[CH:14]=[C:15](/[CH:19]=[CH:20]/[C:21]([O-:23])=[O:22])[N:16]([CH3:18])[CH:17]=3)[CH2:10][CH:5]3[CH2:6][CH:7]([CH2:9][CH:3]([CH2:4]3)[CH2:2]1)[CH2:8]2.[OH-].[K+].Cl. Given the product [C:1]12([NH:11][CH2:12][C:13]3[CH:14]=[C:15](/[CH:19]=[CH:20]/[C:21]([OH:23])=[O:22])[N:16]([CH3:18])[CH:17]=3)[CH2:2][CH:3]3[CH2:4][CH:5]([CH2:6][CH:7]([CH2:9]3)[CH2:8]1)[CH2:10]2, predict the reactants needed to synthesize it. (7) Given the product [C:1]1([N:7]2[CH:11]=[N:10][C:9]([C:12]([Cl:17])=[O:14])=[N:8]2)[CH:6]=[CH:5][CH:4]=[CH:3][CH:2]=1, predict the reactants needed to synthesize it. The reactants are: [C:1]1([N:7]2[CH:11]=[N:10][C:9]([C:12]([OH:14])=O)=[N:8]2)[CH:6]=[CH:5][CH:4]=[CH:3][CH:2]=1.S(Cl)([Cl:17])=O.